From a dataset of Antibody paratope prediction from SAbDab with 1,023 antibody chains. Token-level Classification. Given an antibody amino acid sequence, predict which amino acid positions are active in antigen binding. Output is a list of indices for active paratope positions. Given the antibody sequence: QVQLKESGPGLVAPSQSLSITCTVSGFSLTGYGVNWVRQPPGKGLEWLGMIWGDGNTDYNSALKSRLSISKDNSKSQVFLKMNSLHTDDTARYYCARERDYRLDYWGQGTTLTVSS, which amino acid positions are active in antigen binding (paratope)? The paratope positions are: [52, 82, 83, 84].